This data is from Reaction yield outcomes from USPTO patents with 853,638 reactions. The task is: Predict the reaction yield, written as a fraction of the theoretical maximum amount of product (1.0 means a 100% yield; for example, 0.34 means a 34% yield). (1) The product is [F:1][C:2]([F:25])([F:24])[C:3]1[CH:4]=[C:5]([NH:9][C:10]([C:12]2[CH:13]=[C:14]3[C:19](=[CH:20][CH:21]=2)[C:18]([I:27])=[N:17][N:16]=[C:15]3[I:28])=[O:11])[CH:6]=[CH:7][CH:8]=1. The reactants are [F:1][C:2]([F:25])([F:24])[C:3]1[CH:4]=[C:5]([NH:9][C:10]([C:12]2[CH:13]=[C:14]3[C:19](=[CH:20][CH:21]=2)[C:18](Cl)=[N:17][N:16]=[C:15]3Cl)=[O:11])[CH:6]=[CH:7][CH:8]=1.[Na+].[I-:27].[IH:28]. The catalyst is CC(C)=O. The yield is 0.825. (2) The reactants are [O:1]1[C:5]2([CH2:10][CH2:9][C:8](=[O:11])[CH2:7][CH2:6]2)[O:4][CH2:3][CH2:2]1.C[Si]([N-][Si](C)(C)C)(C)C.[Na+].[O:22](S(C(F)(F)F)(=O)=O)[S:23]([C:26]([F:29])([F:28])[F:27])(=O)=[O:24]. The catalyst is CCOCC. The product is [F:27][C:26]([F:29])([F:28])[S:23]([O:11][C:8]1[CH2:7][CH2:6][C:5]2([O:4][CH2:3][CH2:2][O:1]2)[CH2:10][CH:9]=1)(=[O:24])=[O:22]. The yield is 0.650. (3) The yield is 0.700. The catalyst is C1COCC1. The reactants are [H-].[Na+].[Br:3][C:4]1[N:9]=[CH:8][C:7]([C:10]2[C:14]3[CH2:15][C:16]4[S:17][CH:18]=[CH:19][C:20]=4[C:13]=3[NH:12][N:11]=2)=[CH:6][CH:5]=1.[CH3:21][Si:22]([CH2:25][CH2:26][O:27][CH2:28]Cl)([CH3:24])[CH3:23]. The product is [Br:3][C:4]1[N:9]=[CH:8][C:7]([C:10]2[C:14]3[CH2:15][C:16]4[S:17][CH:18]=[CH:19][C:20]=4[C:13]=3[N:12]([CH2:28][O:27][CH2:26][CH2:25][Si:22]([CH3:24])([CH3:23])[CH3:21])[N:11]=2)=[CH:6][CH:5]=1. (4) The reactants are [Br:1][C:2]1[CH:3]=[CH:4][C:5]([Cl:11])=[C:6]([CH:10]=1)[C:7]([OH:9])=O.CN(C=O)C.C(Cl)(=O)C(Cl)=O.[CH:23]1([NH2:26])[CH2:25][CH2:24]1.CCN(C(C)C)C(C)C.Cl. The catalyst is C1(C)C=CC=CC=1.C(Cl)Cl. The product is [Br:1][C:2]1[CH:3]=[CH:4][C:5]([Cl:11])=[C:6]([CH:10]=1)[C:7]([NH:26][CH:23]1[CH2:25][CH2:24]1)=[O:9]. The yield is 0.710. (5) The reactants are [CH2:1]([N:3]([OH:34])/[C:4](=[N:32]\[H])/[C:5](=[N:12]\[O:13][CH2:14][C:15]1[N:16]=[C:17]([NH:20]C(=O)OCCC2C=CC=CC=2)[S:18][CH:19]=1)/[C:6]1[CH:11]=[CH:10][CH:9]=[CH:8][CH:7]=1)[CH3:2].[C:35](N1C=CN=C1)(N1C=CN=C1)=[O:36]. The catalyst is C(#N)C. The product is [NH2:20][C:17]1[S:18][CH:19]=[C:15]([CH2:14][O:13]/[N:12]=[C:5](/[C:6]2[CH:7]=[CH:8][CH:9]=[CH:10][CH:11]=2)\[C:4]2[N:3]([CH2:1][CH3:2])[O:34][C:35](=[O:36])[N:32]=2)[N:16]=1. The yield is 0.550. (6) The reactants are NN.[N+:3]([C:6]1[CH:7]=[C:8]([C:15]2[CH:16]=[N:17][CH:18]=[N:19][CH:20]=2)[C:9]2[O:13][CH:12]=[CH:11][C:10]=2[CH:14]=1)([O-])=O. The catalyst is C(O)C.C1COCC1.[Ni]. The product is [N:17]1[CH:16]=[C:15]([C:8]2[C:9]3[O:13][CH:12]=[CH:11][C:10]=3[CH:14]=[C:6]([NH2:3])[CH:7]=2)[CH:20]=[N:19][CH:18]=1. The yield is 0.800.